Dataset: Catalyst prediction with 721,799 reactions and 888 catalyst types from USPTO. Task: Predict which catalyst facilitates the given reaction. (1) Reactant: [Cl:1][C:2]1[CH:7]=[C:6]([Cl:8])[CH:5]=[CH:4][C:3]=1[S:9]([NH:12][CH2:13][CH2:14][CH2:15][CH2:16][NH:17][CH2:18][CH2:19][O:20][CH2:21][C:22]1[CH:27]=[CH:26][CH:25]=[CH:24][CH:23]=1)(=[O:11])=[O:10].[N:28]([CH:31]1[CH2:36][CH2:35][CH2:34][CH2:33][CH2:32]1)=[C:29]=[O:30]. Product: [Cl:1][C:2]1[CH:7]=[C:6]([Cl:8])[CH:5]=[CH:4][C:3]=1[S:9]([NH:12][CH2:13][CH2:14][CH2:15][CH2:16][N:17]([C:29]([NH:28][CH:31]1[CH2:36][CH2:35][CH2:34][CH2:33][CH2:32]1)=[O:30])[CH2:18][CH2:19][O:20][CH2:21][C:22]1[CH:23]=[CH:24][CH:25]=[CH:26][CH:27]=1)(=[O:11])=[O:10]. The catalyst class is: 2. (2) Reactant: [OH:1][C:2]1[CH:3]=[CH:4][C:5]([C:8]([OH:10])=O)=[N:6][CH:7]=1.C(N(C(C)C)CC)(C)C.O.ON1C2C=CC=CC=2N=N1.CCN=C=NCCCN(C)C.[C:42]1([CH2:48][CH2:49][CH2:50][NH2:51])[CH:47]=[CH:46][CH:45]=[CH:44][CH:43]=1. Product: [C:42]1([CH2:48][CH2:49][CH2:50][NH:51][C:8]([C:5]2[CH:4]=[CH:3][C:2]([OH:1])=[CH:7][N:6]=2)=[O:10])[CH:47]=[CH:46][CH:45]=[CH:44][CH:43]=1. The catalyst class is: 4.